Dataset: NCI-60 drug combinations with 297,098 pairs across 59 cell lines. Task: Regression. Given two drug SMILES strings and cell line genomic features, predict the synergy score measuring deviation from expected non-interaction effect. (1) Drug 1: C1=NC2=C(N1)C(=S)N=C(N2)N. Drug 2: C1=CC(=CC=C1C#N)C(C2=CC=C(C=C2)C#N)N3C=NC=N3. Cell line: HCT-15. Synergy scores: CSS=31.2, Synergy_ZIP=-0.324, Synergy_Bliss=-1.82, Synergy_Loewe=-20.8, Synergy_HSA=-3.03. (2) Drug 1: C1=NC(=NC(=O)N1C2C(C(C(O2)CO)O)O)N. Drug 2: C1=NC2=C(N1)C(=S)N=CN2. Cell line: NCI/ADR-RES. Synergy scores: CSS=32.0, Synergy_ZIP=-1.85, Synergy_Bliss=-4.90, Synergy_Loewe=-19.3, Synergy_HSA=-4.29. (3) Drug 1: CN(C)N=NC1=C(NC=N1)C(=O)N. Drug 2: C(CN)CNCCSP(=O)(O)O. Cell line: SF-268. Synergy scores: CSS=26.1, Synergy_ZIP=12.5, Synergy_Bliss=12.0, Synergy_Loewe=5.07, Synergy_HSA=6.25. (4) Drug 1: C1CCC(CC1)NC(=O)N(CCCl)N=O. Drug 2: C(CC(=O)O)C(=O)CN.Cl. Cell line: EKVX. Synergy scores: CSS=10.1, Synergy_ZIP=-5.43, Synergy_Bliss=-1.57, Synergy_Loewe=-0.515, Synergy_HSA=0.322.